Dataset: NCI-60 drug combinations with 297,098 pairs across 59 cell lines. Task: Regression. Given two drug SMILES strings and cell line genomic features, predict the synergy score measuring deviation from expected non-interaction effect. (1) Drug 1: CN(C)N=NC1=C(NC=N1)C(=O)N. Drug 2: CC1=C(C(CCC1)(C)C)C=CC(=CC=CC(=CC(=O)O)C)C. Cell line: UO-31. Synergy scores: CSS=22.7, Synergy_ZIP=2.85, Synergy_Bliss=5.93, Synergy_Loewe=8.54, Synergy_HSA=8.15. (2) Drug 1: C1=NC2=C(N1)C(=S)N=CN2. Drug 2: C1C(C(OC1N2C=NC(=NC2=O)N)CO)O. Cell line: 786-0. Synergy scores: CSS=30.2, Synergy_ZIP=-2.47, Synergy_Bliss=-2.39, Synergy_Loewe=-12.0, Synergy_HSA=-3.25. (3) Drug 1: CC12CCC(CC1=CCC3C2CCC4(C3CC=C4C5=CN=CC=C5)C)O. Drug 2: CC12CCC3C(C1CCC2OP(=O)(O)O)CCC4=C3C=CC(=C4)OC(=O)N(CCCl)CCCl.[Na+]. Cell line: UACC62. Synergy scores: CSS=-8.39, Synergy_ZIP=-4.33, Synergy_Bliss=-17.9, Synergy_Loewe=-17.9, Synergy_HSA=-17.1. (4) Drug 1: C1=CN(C=N1)CC(O)(P(=O)(O)O)P(=O)(O)O. Drug 2: N.N.Cl[Pt+2]Cl. Cell line: RPMI-8226. Synergy scores: CSS=45.1, Synergy_ZIP=0.782, Synergy_Bliss=-0.493, Synergy_Loewe=-4.03, Synergy_HSA=-1.79. (5) Drug 1: C(=O)(N)NO. Drug 2: COCCOC1=C(C=C2C(=C1)C(=NC=N2)NC3=CC=CC(=C3)C#C)OCCOC.Cl. Cell line: SNB-75. Synergy scores: CSS=-4.11, Synergy_ZIP=0.927, Synergy_Bliss=-1.58, Synergy_Loewe=-5.58, Synergy_HSA=-4.79. (6) Drug 1: C1=CC(=CC=C1CCCC(=O)O)N(CCCl)CCCl. Drug 2: CC(C)(C#N)C1=CC(=CC(=C1)CN2C=NC=N2)C(C)(C)C#N. Cell line: M14. Synergy scores: CSS=-3.04, Synergy_ZIP=-6.80, Synergy_Bliss=-8.29, Synergy_Loewe=-9.64, Synergy_HSA=-9.82. (7) Drug 1: CCC1(CC2CC(C3=C(CCN(C2)C1)C4=CC=CC=C4N3)(C5=C(C=C6C(=C5)C78CCN9C7C(C=CC9)(C(C(C8N6C=O)(C(=O)OC)O)OC(=O)C)CC)OC)C(=O)OC)O.OS(=O)(=O)O. Drug 2: N.N.Cl[Pt+2]Cl. Cell line: NCI/ADR-RES. Synergy scores: CSS=22.3, Synergy_ZIP=-3.72, Synergy_Bliss=0.805, Synergy_Loewe=1.28, Synergy_HSA=1.55. (8) Drug 1: CNC(=O)C1=CC=CC=C1SC2=CC3=C(C=C2)C(=NN3)C=CC4=CC=CC=N4. Drug 2: CN(C(=O)NC(C=O)C(C(C(CO)O)O)O)N=O. Cell line: K-562. Synergy scores: CSS=45.6, Synergy_ZIP=-5.14, Synergy_Bliss=-5.69, Synergy_Loewe=-29.3, Synergy_HSA=-3.34. (9) Drug 1: CC1=C(C=C(C=C1)NC2=NC=CC(=N2)N(C)C3=CC4=NN(C(=C4C=C3)C)C)S(=O)(=O)N.Cl. Drug 2: COCCOC1=C(C=C2C(=C1)C(=NC=N2)NC3=CC=CC(=C3)C#C)OCCOC.Cl. Cell line: 786-0. Synergy scores: CSS=8.24, Synergy_ZIP=-1.50, Synergy_Bliss=2.55, Synergy_Loewe=-0.214, Synergy_HSA=2.82.